From a dataset of CYP2C9 inhibition data for predicting drug metabolism from PubChem BioAssay. Regression/Classification. Given a drug SMILES string, predict its absorption, distribution, metabolism, or excretion properties. Task type varies by dataset: regression for continuous measurements (e.g., permeability, clearance, half-life) or binary classification for categorical outcomes (e.g., BBB penetration, CYP inhibition). Dataset: cyp2c9_veith. (1) The molecule is Cc1ccc(Cl)c(Nc2ccccc2C(=O)[O-])c1Cl.O.[Na+]. The result is 1 (inhibitor). (2) The molecule is Cc1ccc(NC(=O)CSc2nnc(Cn3cnc4ccccc43)o2)c(C)c1. The result is 1 (inhibitor). (3) The compound is CN(C)C(=O)c1ccc(-c2ccc3ncnc(NC4CCNCC4)c3c2)cc1. The result is 0 (non-inhibitor). (4) The molecule is CCOc1ccc(NCc2nnc(SCc3ccccc3Cl)n2-c2ccccc2)cc1. The result is 1 (inhibitor). (5) The compound is CC(C)(N=NC(C)(C)C(=N)N)C(=N)N.Cl. The result is 0 (non-inhibitor). (6) The molecule is CC(C)c1ccc(N=c2c([N+](=O)[O-])nn(-c3ccc4c(c3)OCCO4)n2O)cc1. The result is 1 (inhibitor).